From a dataset of Drug-target binding data from BindingDB using IC50 measurements. Regression. Given a target protein amino acid sequence and a drug SMILES string, predict the binding affinity score between them. We predict pIC50 (pIC50 = -log10(IC50 in M); higher means more potent). Dataset: bindingdb_ic50. (1) The compound is C[C-](/N=[NH+]/c1ccc([N+](=O)[O-])cc1)c1cc2ccccc2o1. The target protein (O00487) has sequence MDRLLRLGGGMPGLGQGPPTDAPAVDTAEQVYISSLALLKMLKHGRAGVPMEVMGLMLGEFVDDYTVRVIDVFAMPQSGTGVSVEAVDPVFQAKMLDMLKQTGRPEMVVGWYHSHPGFGCWLSGVDINTQQSFEALSERAVAVVVDPIQSVKGKVVIDAFRLINANMMVLGHEPRQTTSNLGHLNKPSIQALIHGLNRHYYSITINYRKNELEQKMLLNLHKKSWMEGLTLQDYSEHCKHNESVVKEMLELAKNYNKAVEEEDKMTPEQLAIKNVGKQDPKRHLEEHVDVLMTSNIVQCLAAMLDTVVFK. The pIC50 is 5.7. (2) The small molecule is CO[C@@H](Cc1ccccc1)[C@@H](C)/C=C(C)/C=C/[C@H](NC(C)=O)[C@H](C)C(=O)NCC(=O)O. The target protein (O75688) has sequence MGAFLDKPKTEKHNAHGAGNGLRYGLSSMQGWRVEMEDAHTAVVGIPHGLEDWSFFAVYDGHAGSRVANYCSTHLLEHITTNEDFRAAGKSGSALELSVENVKNGIRTGFLKIDEYMRNFSDLRNGMDRSGSTAVGVMISPKHIYFINCGDSRAVLYRNGQVCFSTQDHKPCNPREKERIQNAGGSVMIQRVNGSLAVSRALGDYDYKCVDGKGPTEQLVSPEPEVYEILRAEEDEFIILACDGIWDVMSNEELCEYVKSRLEVSDDLENVCNWVVDTCLHKGSRDNMSIVLVCFSNAPKVSDEAVKKDSELDKHLESRVEEIMEKSGEEGMPDLAHVMRILSAENIPNLPPGGGLAGKRNVIEAVYSRLNPHRESDGASDEAEESGSQGKLVEALRQMRINHRGNYRQLLEEMLTSYRLAKVEGEESPAEPAATATSSNSDAGNPVTMQESHTESESGLAELDSSNEDAGTKMSGEKI. The pIC50 is 5.2.